Dataset: Peptide-MHC class I binding affinity with 185,985 pairs from IEDB/IMGT. Task: Regression. Given a peptide amino acid sequence and an MHC pseudo amino acid sequence, predict their binding affinity value. This is MHC class I binding data. (1) The peptide sequence is NQQVTNSKY. The MHC is HLA-A26:02 with pseudo-sequence HLA-A26:02. The binding affinity (normalized) is 0.0847. (2) The peptide sequence is DFPIFNQRY. The MHC is HLA-B15:01 with pseudo-sequence HLA-B15:01. The binding affinity (normalized) is 0.0847. (3) The binding affinity (normalized) is 0.0847. The MHC is HLA-B44:02 with pseudo-sequence HLA-B44:02. The peptide sequence is YVPTEFWGF. (4) The peptide sequence is FRLMRTNFL. The MHC is HLA-A02:19 with pseudo-sequence HLA-A02:19. The binding affinity (normalized) is 0.0847. (5) The peptide sequence is ITKGLGISYGR. The MHC is HLA-B44:03 with pseudo-sequence HLA-B44:03. The binding affinity (normalized) is 0. (6) The peptide sequence is RQNPTAFEF. The MHC is Mamu-B3901 with pseudo-sequence Mamu-B3901. The binding affinity (normalized) is 0.313. (7) The peptide sequence is CTWPEASRY. The MHC is HLA-B27:03 with pseudo-sequence HLA-B27:03. The binding affinity (normalized) is 0.0847. (8) The peptide sequence is ALAKAAAAN. The MHC is HLA-A02:01 with pseudo-sequence HLA-A02:01. The binding affinity (normalized) is 0.149. (9) The peptide sequence is QLEELEDEL. The MHC is HLA-A02:01 with pseudo-sequence HLA-A02:01. The binding affinity (normalized) is 0.445. (10) The peptide sequence is FADINGKLY. The MHC is HLA-B07:02 with pseudo-sequence HLA-B07:02. The binding affinity (normalized) is 0.0847.